From a dataset of Catalyst prediction with 721,799 reactions and 888 catalyst types from USPTO. Predict which catalyst facilitates the given reaction. (1) Reactant: Br[C:2]1[CH:3]=[CH:4][C:5]2[NH:6][C:7]3[C:12]([C:13]=2[CH:14]=1)=[CH:11][CH:10]=[CH:9][CH:8]=3.C(=O)([O-])[O-].[Na+].[Na+].[C:21]1([CH3:27])[CH:26]=[CH:25][CH:24]=[CH:23][CH:22]=1.O. Product: [C:12]1([N:6]2[C:5]3[CH:4]=[CH:3][C:2]([C:2]4[CH:3]=[CH:4][C:5]5[NH:6][C:26]6[C:21]([C:27]=5[CH:14]=4)=[CH:22][CH:23]=[CH:24][CH:25]=6)=[CH:14][C:13]=3[C:12]3[C:7]2=[CH:8][CH:9]=[CH:10][CH:11]=3)[CH:11]=[CH:10][CH:9]=[CH:8][CH:7]=1. The catalyst class is: 77. (2) Reactant: [F:1][C:2]([F:7])([F:6])[C:3]([OH:5])=[O:4].[NH2:8][CH2:9][CH2:10][O:11][C:12]1[C:17]2[CH:18]=[CH:19][CH:20]=[CH:21][C:16]=2[O:15][C:14](=[O:22])[CH:13]=1.C(N(C(C)C)CC)(C)C.C(OC([NH:39][C:40](N1C=CC=N1)=[N:41]C(OC(C)(C)C)=O)=O)(C)(C)C. Product: [F:1][C:2]([F:7])([F:6])[C:3]([OH:5])=[O:4].[O:22]=[C:14]1[CH:13]=[C:12]([O:11][CH2:10][CH2:9][NH:8][C:40]([NH2:41])=[NH:39])[C:17]2[CH:18]=[CH:19][CH:20]=[CH:21][C:16]=2[O:15]1. The catalyst class is: 10. (3) Reactant: [C:1]1([C:7]2[N:11]=[C:10]([N:12]3[CH2:17][CH2:16][NH:15][CH2:14][CH2:13]3)[S:9][N:8]=2)[CH:6]=[CH:5][CH:4]=[CH:3][CH:2]=1.C(N(CC)CC)C.[F:25][C:26]([F:37])([F:36])[C:27]1[CH:28]=[C:29]([N:33]=[C:34]=[O:35])[CH:30]=[CH:31][CH:32]=1. Product: [C:1]1([C:7]2[N:11]=[C:10]([N:12]3[CH2:17][CH2:16][N:15]([C:34]([NH:33][C:29]4[CH:30]=[CH:31][CH:32]=[C:27]([C:26]([F:25])([F:36])[F:37])[CH:28]=4)=[O:35])[CH2:14][CH2:13]3)[S:9][N:8]=2)[CH:2]=[CH:3][CH:4]=[CH:5][CH:6]=1. The catalyst class is: 7. (4) Reactant: C(N(CC)CC)C.ClC(OCC)=O.O[C:15]([CH2:17][CH2:18][CH2:19][CH2:20][C@H:21]1[C@@H:29]2[C@@H:24]([NH:25][C:26]([NH:28]2)=[O:27])[CH2:23][S:22]1)=[O:16].[CH3:30][NH:31][CH2:32][CH2:33][CH2:34][CH2:35][CH2:36][C:37]([O:39][CH3:40])=[O:38]. Product: [CH3:30][N:31]([C:15](=[O:16])[CH2:17][CH2:18][CH2:19][CH2:20][C@H:21]1[C@@H:29]2[C@@H:24]([NH:25][C:26](=[O:27])[NH:28]2)[CH2:23][S:22]1)[CH2:32][CH2:33][CH2:34][CH2:35][CH2:36][C:37]([O:39][CH3:40])=[O:38]. The catalyst class is: 204. (5) Reactant: [Br:1][C:2]1[S:6][C:5]([C:7](OC)=[O:8])=[C:4]([NH:11][CH2:12][C:13]2[CH:18]=[CH:17][CH:16]=[C:15]([N+:19]([O-:21])=[O:20])[CH:14]=2)[CH:3]=1.[OH-].[Na+].Cl.C([N:27](CC)CC)C.[Cl-].[NH4+].Cl.C(N=C=NCCCN(C)C)C.ON1C2C=CC=CC=2N=N1. Product: [Br:1][C:2]1[S:6][C:5]([C:7]([NH2:27])=[O:8])=[C:4]([NH:11][CH2:12][C:13]2[CH:18]=[CH:17][CH:16]=[C:15]([N+:19]([O-:21])=[O:20])[CH:14]=2)[CH:3]=1. The catalyst class is: 24. (6) Reactant: [NH2:1][C:2]1[CH:7]=[CH:6][C:5]([OH:8])=[CH:4][C:3]=1[N+:9]([O-:11])=[O:10].C(=O)([O-])[O-].[Cs+].[Cs+].[Br:18][CH2:19][CH2:20][CH2:21]Br. Product: [Br:18][CH2:19][CH2:20][CH2:21][O:8][C:5]1[CH:6]=[CH:7][C:2]([NH2:1])=[C:3]([N+:9]([O-:11])=[O:10])[CH:4]=1. The catalyst class is: 21. (7) Reactant: Cl.[Cl:2][C:3]1[CH:8]=[C:7]([F:9])[CH:6]=[CH:5][C:4]=1[C:10]1[CH:11]=[C:12]([CH:17]=[CH:18][N:19]=1)[C:13]([O:15][CH3:16])=[O:14]. Product: [ClH:2].[Cl:2][C:3]1[CH:8]=[C:7]([F:9])[CH:6]=[CH:5][C:4]=1[CH:10]1[CH2:11][CH:12]([C:13]([O:15][CH3:16])=[O:14])[CH2:17][CH2:18][NH:19]1. The catalyst class is: 603. (8) Reactant: Br[C:2]1[S:6][C:5]([CH:7]=[O:8])=[C:4]([CH3:9])[CH:3]=1.[C:10]1(B(O)O)[CH:15]=[CH:14][CH:13]=[CH:12][CH:11]=1.C(=O)([O-])[O-].[Na+].[Na+].COCCOC. Product: [CH3:9][C:4]1[CH:3]=[C:2]([C:10]2[CH:15]=[CH:14][CH:13]=[CH:12][CH:11]=2)[S:6][C:5]=1[CH:7]=[O:8]. The catalyst class is: 103. (9) Reactant: [CH3:1][N:2]1[C:10]2[N:9]=[C:8]([Br:11])[N:7]([CH2:12][CH:13]=[C:14]([CH3:16])[CH3:15])[C:6]=2[C:5](=[O:17])[NH:4][C:3]1=[O:18].[C:19]1(/[CH:25]=[CH:26]/OB(O)O)[CH:24]=[CH:23][CH:22]=[CH:21][CH:20]=1.N1C=CC=CC=1. Product: [C:19]1(/[CH:25]=[CH:26]/[N:4]2[C:5](=[O:17])[C:6]3[N:7]([CH2:12][CH:13]=[C:14]([CH3:15])[CH3:16])[C:8]([Br:11])=[N:9][C:10]=3[N:2]([CH3:1])[C:3]2=[O:18])[CH:24]=[CH:23][CH:22]=[CH:21][CH:20]=1. The catalyst class is: 302. (10) Reactant: C(O)(=O)C.C1COCC1.[Br:10][C:11]1[CH:16]=[C:15]([Cl:17])[C:14]([CH:18]([O:20][Si](C(C)(C)C)(C)C)[CH3:19])=[CH:13][C:12]=1[NH:28][C:29]([N:31]1[CH:36]=[CH:35][C:34](=[O:37])[CH2:33][CH:32]1[C:38]1[CH:43]=[CH:42][C:41]([F:44])=[CH:40][CH:39]=1)=[O:30]. Product: [Br:10][C:11]1[CH:16]=[C:15]([Cl:17])[C:14]([CH:18]([OH:20])[CH3:19])=[CH:13][C:12]=1[NH:28][C:29]([N:31]1[CH:36]=[CH:35][C:34](=[O:37])[CH2:33][CH:32]1[C:38]1[CH:39]=[CH:40][C:41]([F:44])=[CH:42][CH:43]=1)=[O:30]. The catalyst class is: 6.